Dataset: Reaction yield outcomes from USPTO patents with 853,638 reactions. Task: Predict the reaction yield, written as a fraction of the theoretical maximum amount of product (1.0 means a 100% yield; for example, 0.34 means a 34% yield). (1) The product is [CH3:1][C:2]1[CH:3]([C:10]2[CH:17]=[CH:16][CH:15]=[CH:14][C:11]=2[CH2:12][OH:13])[C:4]([CH3:9])=[C:5]([CH3:8])[C:6]=1[CH3:7]. The yield is 0.960. The reactants are [CH3:1][C:2]1[CH:3]([C:10]2[CH:17]=[CH:16][CH:15]=[CH:14][C:11]=2[CH:12]=[O:13])[C:4]([CH3:9])=[C:5]([CH3:8])[C:6]=1[CH3:7].[BH4-].[Na+].C1(C)C=CC=CC=1.O. The catalyst is C(O)C. (2) The reactants are N(C=CC=O)C1C=CC=CC=1.NC1C=CC=CC=1.[C:19]([CH2:21][C:22]([O:24][CH2:25][CH2:26][CH2:27][CH2:28][CH2:29][CH2:30][CH2:31][CH3:32])=[O:23])#[N:20].[C:33]([N:36]([C:50]1[CH:55]=[CH:54][CH:53]=[CH:52][CH:51]=1)/[CH:37]=[CH:38]/[CH:39]=C(\C#N)/C(OCCCC)=O)(=[O:35])[CH3:34]. The catalyst is C(OC(=O)C)(=O)C. The product is [C:33]([N:36]([C:50]1[CH:51]=[CH:52][CH:53]=[CH:54][CH:55]=1)/[CH:37]=[CH:38]/[CH:39]=[C:21](\[C:19]#[N:20])/[C:22]([O:24][CH2:25][CH2:26][CH2:27][CH2:28][CH2:29][CH2:30][CH2:31][CH3:32])=[O:23])(=[O:35])[CH3:34]. The yield is 0.790. (3) The reactants are C[N:2](C(ON1N=NC2C=CC=CC1=2)=[N+](C)C)C.[B-](F)(F)(F)F.C(N(CC)CC)C.[Br:30][C:31]1[CH:32]=[C:33]2[C:37](=[C:38]([C:40](O)=[O:41])[CH:39]=1)[NH:36][CH:35]=[C:34]2[CH2:43][CH:44]1[CH2:48][CH2:47][S:46](=[O:50])(=[O:49])[CH2:45]1.N.CO. The catalyst is ClCCl. The product is [Br:30][C:31]1[CH:32]=[C:33]2[C:37](=[C:38]([C:40]([NH2:2])=[O:41])[CH:39]=1)[NH:36][CH:35]=[C:34]2[CH2:43][CH:44]1[CH2:48][CH2:47][S:46](=[O:50])(=[O:49])[CH2:45]1. The yield is 0.336. (4) The reactants are Br[C:2]1[N:3]=[CH:4][C:5]([NH:8][C:9](=[O:18])[C:10]2[C:15]([F:16])=[CH:14][CH:13]=[CH:12][C:11]=2[F:17])=[N:6][CH:7]=1.[F:19][C:20]1([F:39])[O:24][C:23]2[CH:25]=[C:26]([CH3:38])[C:27](B3OC(C)(C)C(C)(C)O3)=[CH:28][C:22]=2[O:21]1.P([O-])([O-])([O-])=O.[K+].[K+].[K+]. The catalyst is O1CCOCC1.C(#N)C.O. The product is [F:39][C:20]1([F:19])[O:24][C:23]2[CH:25]=[C:26]([CH3:38])[C:27]([C:2]3[N:3]=[CH:4][C:5]([NH:8][C:9](=[O:18])[C:10]4[C:15]([F:16])=[CH:14][CH:13]=[CH:12][C:11]=4[F:17])=[N:6][CH:7]=3)=[CH:28][C:22]=2[O:21]1. The yield is 0.780.